This data is from Retrosynthesis with 50K atom-mapped reactions and 10 reaction types from USPTO. The task is: Predict the reactants needed to synthesize the given product. (1) Given the product CCOC(=O)CCCCOc1ccc2oc3ccccc3c(=O)c2c1, predict the reactants needed to synthesize it. The reactants are: CCOC(=O)CCCCBr.O=c1c2ccccc2oc2ccc(O)cc12. (2) Given the product CC(=O)N1CCc2ccc(S(=O)(=O)N3CCc4ccccc43)cc2CC1, predict the reactants needed to synthesize it. The reactants are: CC(=O)N1CCc2ccc(S(=O)(=O)Cl)cc2CC1.c1ccc2c(c1)CCN2. (3) Given the product COC(=O)c1cc(F)cc(F)c1C(=O)/C(=C/c1ccc(F)cc1)c1ncnn1C, predict the reactants needed to synthesize it. The reactants are: COC(=O)c1cc(F)cc(F)c1C(=O)Cc1ncnn1C.O=Cc1ccc(F)cc1. (4) Given the product COc1cccc(Oc2c(NS(=O)(=O)c3ccc(SC)cc3)cc(C(=O)N3CCOCC3)cc2OCCO)c1, predict the reactants needed to synthesize it. The reactants are: C1COCCN1.COc1cccc(Oc2c(NS(=O)(=O)c3ccc(SC)cc3)cc(C(=O)O)cc2OCCO)c1. (5) Given the product CCOC(=O)c1cnc(N)c2c(COc3cccc(-c4nnn(Cc5ccc(OC)cc5)n4)c3)csc12, predict the reactants needed to synthesize it. The reactants are: CCOC(=O)c1cnc(Cl)c2c(COc3cccc(-c4nnn(Cc5ccc(OC)cc5)n4)c3)csc12.N. (6) Given the product COC(C)(C)c1ccc(Cl)c2nc3n(c12)CCCN3c1ccc(Cl)cc1Cl, predict the reactants needed to synthesize it. The reactants are: CC(C)(O)c1ccc(Cl)c2nc3n(c12)CCCN3c1ccc(Cl)cc1Cl.CI.